This data is from Full USPTO retrosynthesis dataset with 1.9M reactions from patents (1976-2016). The task is: Predict the reactants needed to synthesize the given product. (1) Given the product [C:60]([O:59][C:58]([NH:57][C:50]1[C:51]2[C:56](=[CH:55][CH:54]=[CH:53][CH:52]=2)[C:47]([O:46][C:44]2[CH:43]=[CH:42][N:41]=[C:40]([NH:65][C:66]3[CH:67]=[C:68]([O:84][CH3:85])[C:69]([C:70]([O:72][CH2:73][C:74]4[CH:79]=[CH:78][CH:77]=[CH:76][CH:75]=4)=[O:71])=[C:80]([O:82][CH3:83])[CH:81]=3)[CH:45]=2)=[CH:48][CH:49]=1)=[O:64])([CH3:63])([CH3:62])[CH3:61], predict the reactants needed to synthesize it. The reactants are: CC(C1C=C(C(C)C)C(C2C(P(C3CCCCC3)C3CCCCC3)=C(OC)C=CC=2OC)=C(C(C)C)C=1)C.Cl[C:40]1[CH:45]=[C:44]([O:46][C:47]2[C:56]3[C:51](=[CH:52][CH:53]=[CH:54][CH:55]=3)[C:50]([NH:57][C:58](=[O:64])[O:59][C:60]([CH3:63])([CH3:62])[CH3:61])=[CH:49][CH:48]=2)[CH:43]=[CH:42][N:41]=1.[NH2:65][C:66]1[CH:81]=[C:80]([O:82][CH3:83])[C:69]([C:70]([O:72][CH2:73][C:74]2[CH:79]=[CH:78][CH:77]=[CH:76][CH:75]=2)=[O:71])=[C:68]([O:84][CH3:85])[CH:67]=1.C([O-])([O-])=O.[K+].[K+]. (2) Given the product [CH3:1][CH:2]1[CH2:7][CH2:6][CH2:5][CH:4]([CH3:8])[CH:3]1[NH:9][C:13](=[O:14])[C:12]1[C:16]([F:23])=[C:17]([F:22])[C:18]([F:21])=[C:19]([F:20])[C:11]=1[F:10], predict the reactants needed to synthesize it. The reactants are: [CH3:1][CH:2]1[CH2:7][CH2:6][CH2:5][CH:4]([CH3:8])[CH:3]1[NH2:9].[F:10][C:11]1[C:19]([F:20])=[C:18]([F:21])[C:17]([F:22])=[C:16]([F:23])[C:12]=1[C:13](Cl)=[O:14]. (3) Given the product [CH3:26][O:25][CH:24]([O:27][CH3:28])[CH2:23][N:1]1[C:9]2[C:4](=[CH:5][C:6]([O:10][C:11]3[CH:18]=[CH:17][C:16]([F:19])=[CH:15][C:12]=3[C:13]#[N:14])=[CH:7][CH:8]=2)[CH:3]=[N:2]1, predict the reactants needed to synthesize it. The reactants are: [NH:1]1[C:9]2[C:4](=[CH:5][C:6]([O:10][C:11]3[CH:18]=[CH:17][C:16]([F:19])=[CH:15][C:12]=3[C:13]#[N:14])=[CH:7][CH:8]=2)[CH:3]=[N:2]1.[H-].[Na+].Br[CH2:23][CH:24]([O:27][CH3:28])[O:25][CH3:26]. (4) Given the product [CH2:30]([O:19][C:16]1[CH:17]=[C:18]2[C:13](=[CH:14][C:15]=1[O:20][CH3:21])[N:12]=[CH:11][N:10]=[C:9]2[NH:8][C:5]1[CH:4]=[CH:3][C:2]([Cl:1])=[CH:7][CH:6]=1)[CH:29]=[CH2:28], predict the reactants needed to synthesize it. The reactants are: [Cl:1][C:2]1[CH:7]=[CH:6][C:5]([NH:8][C:9]2[C:18]3[C:13](=[CH:14][C:15]([O:20][CH3:21])=[C:16]([OH:19])[CH:17]=3)[N:12]=[CH:11][N:10]=2)=[CH:4][CH:3]=1.C([O-])([O-])=O.[K+].[K+].[CH2:28](Br)[CH:29]=[CH2:30]. (5) Given the product [Cl:1][C:2]1[CH:3]=[C:4](/[CH:19]=[C:20](\[F:26])/[C:21]([OH:23])=[O:22])[CH:5]=[N:6][C:7]=1[NH:8][C@@H:9]1[CH2:13][CH2:12][N:11]([CH:14]2[CH2:15][CH2:16][CH2:17][CH2:18]2)[CH2:10]1, predict the reactants needed to synthesize it. The reactants are: [Cl:1][C:2]1[CH:3]=[C:4](/[CH:19]=[C:20](\[F:26])/[C:21]([O:23]CC)=[O:22])[CH:5]=[N:6][C:7]=1[NH:8][C@@H:9]1[CH2:13][CH2:12][N:11]([CH:14]2[CH2:18][CH2:17][CH2:16][CH2:15]2)[CH2:10]1.[OH-].[Na+].Cl.